From a dataset of Full USPTO retrosynthesis dataset with 1.9M reactions from patents (1976-2016). Predict the reactants needed to synthesize the given product. (1) Given the product [Br:16][C:17]1[N:18]=[CH:19][C:20]2[N:21]([N:9]=[C:24]([NH2:26])[N:23]=2)[CH:22]=1, predict the reactants needed to synthesize it. The reactants are: [Cl-].O[NH3+].C(O)C.CC[N:9](C(C)C)C(C)C.[Br:16][C:17]1[N:18]=[CH:19][C:20]([NH:23][C:24]([NH:26]C(=O)OCC)=S)=[N:21][CH:22]=1. (2) Given the product [CH3:1][O:2][C:3](=[O:12])[CH2:4][C:5]1[CH:6]=[N:7][C:8]([C:13]#[N:14])=[CH:9][CH:10]=1, predict the reactants needed to synthesize it. The reactants are: [CH3:1][O:2][C:3](=[O:12])[CH2:4][C:5]1[CH:6]=[N:7][C:8](Br)=[CH:9][CH:10]=1.[CH3:13][N:14](C=O)C. (3) Given the product [F:22][C:21]1[C:20]([NH:23][C:24]2[CH:29]=[CH:28][C:27]([I:30])=[CH:26][C:25]=2[F:31])=[C:19]([NH:32][S:10]([C:8]([CH2:7][C@H:5]2[CH2:4][O:3][C:2]([CH3:14])([CH3:1])[O:6]2)=[CH2:9])(=[O:12])=[O:11])[C:18]([O:33][CH3:34])=[CH:17][C:16]=1[F:15], predict the reactants needed to synthesize it. The reactants are: [CH3:1][C:2]1([CH3:14])[O:6][C@@H:5]([CH2:7][C:8]([S:10](Cl)(=[O:12])=[O:11])=[CH2:9])[CH2:4][O:3]1.[F:15][C:16]1[C:21]([F:22])=[C:20]([NH:23][C:24]2[CH:29]=[CH:28][C:27]([I:30])=[CH:26][C:25]=2[F:31])[C:19]([NH2:32])=[C:18]([O:33][CH3:34])[CH:17]=1. (4) Given the product [C:1]([C:5]1[CH:40]=[CH:39][C:8]([C:9]([N:11]2[C@@H:15]([C:16]3[CH:17]=[CH:18][CH:19]=[CH:20][CH:21]=3)[C@@H:14]([C:22]3[CH:27]=[N:26][CH:25]=[CH:24][N:23]=3)[CH2:13][C@@:12]2([CH2:35][CH:36]([CH3:37])[CH3:38])[C:28]([OH:30])=[O:29])=[O:10])=[CH:7][C:6]=1[O:41][CH3:42])([CH3:3])([CH3:4])[CH3:2], predict the reactants needed to synthesize it. The reactants are: [C:1]([C:5]1[CH:40]=[CH:39][C:8]([C:9]([N:11]2[C@@H:15]([C:16]3[CH:21]=[CH:20][CH:19]=[CH:18][CH:17]=3)[C@@H:14]([C:22]3[CH:27]=[N:26][CH:25]=[CH:24][N:23]=3)[CH2:13][C@@:12]2([CH2:35][CH:36]([CH3:38])[CH3:37])[C:28]([O:30]C(C)(C)C)=[O:29])=[O:10])=[CH:7][C:6]=1[O:41][CH3:42])([CH3:4])([CH3:3])[CH3:2].C(O)(C(F)(F)F)=O.